From a dataset of Drug-target binding data from BindingDB using Ki measurements. Regression. Given a target protein amino acid sequence and a drug SMILES string, predict the binding affinity score between them. We predict pKi (pKi = -log10(Ki in M); higher means stronger inhibition). Dataset: bindingdb_ki. (1) The compound is CC(=N)[PH](O)(O)CC(C)C(=O)O. The target protein (P04825) has sequence MTQQPQAKYRHDYRAPDYQITDIDLTFDLDAQKTVVTAVSQAVRHGASDAPLRLNGEDLKLVSVHINDEPWTAWKEEEGALVISNLPERFTLKIINEISPAANTALEGLYQSGDALCTQCEAEGFRHITYYLDRPDVLARFTTKIIADKIKYPFLLSNGNRVAQGELENGRHWVQWQDPFPKPCYLFALVAGDFDVLRDTFTTRSGREVALELYVDRGNLDRAPWAMTSLKNSMKWDEERFGLEYDLDIYMIVAVDFFNMGAMENKGLNIFNSKYVLARTDTATDKDYLDIERVIGHEYFHNWTGNRVTCRDWFQLSLKEGLTVFRDQEFSSDLGSRAVNRINNVRTMRGLQFAEDASPMAHPIRPDMVIEMNNFYTLTVYEKGAEVIRMIHTLLGEENFQKGMQLYFERHDGSAATCDDFVQAMEDASNVDLSHFRRWYSQSGTPIVTVKDDYNPETEQYTLTISQRTPATPDQAEKQPLHIPFAIELYDNEGKVIPLQ.... The pKi is 5.0. (2) The small molecule is C/C(N)=N\C(=N/S(=O)(=O)c1ccc(OC(F)(F)F)cc1)N1CC(c2ccccc2)C(c2ccc(Cl)cc2)=N1. The target protein (P47746) has sequence MKSILDGLADTTFRTITTDLLYVGSNDIQYEDIKGDMASKLGYFPQKFPLTSFRGSPFQEKMTAGDNSPLVPAGDTTNITEFYNKSLSSFKENEDNIQCGENFMDMECFMILNPSQQLAIAVLSLTLGTFTVLENLLVLCVILHSRSLRCRPSYHFIGSLAVADLLGSVIFVYSFVDFHVFHRKDSPNVFLFKLGGVTASFTASVGSLFLTAIDRYISIHRPLAYKRIVTRPKAVVAFCLMWTIAIVIAVLPLLGWNCKKLQSVCSDIFPLIDETYLMFWIGVTSVLLLFIVYAYMYILWKAHSHAVRMIQRGTQKSIIIHTSEDGKVQVTRPDQARMDIRLAKTLVLILVVLIICWGPLLAIMVYDVFGKMNKLIKTVFAFCSMLCLLNSTVNPIIYALRSKDLRHAFRSMFPSCEGTAQPLDNSMGDSDCLHKHANNTASMHRAAESCIKSTVKIAKVTMSVSTDTSAEAL. The pKi is 6.9.